From a dataset of Peptide-MHC class I binding affinity with 185,985 pairs from IEDB/IMGT. Regression. Given a peptide amino acid sequence and an MHC pseudo amino acid sequence, predict their binding affinity value. This is MHC class I binding data. (1) The peptide sequence is VPRLGDKTF. The MHC is HLA-A02:01 with pseudo-sequence HLA-A02:01. The binding affinity (normalized) is 0.0847. (2) The peptide sequence is SVVNARLRAK. The MHC is HLA-A31:01 with pseudo-sequence HLA-A31:01. The binding affinity (normalized) is 0.333. (3) The peptide sequence is EGGVGWRHW. The binding affinity (normalized) is 0. The MHC is HLA-A02:02 with pseudo-sequence HLA-A02:02. (4) The MHC is HLA-B51:01 with pseudo-sequence HLA-B51:01. The peptide sequence is GQMYNMNTL. The binding affinity (normalized) is 0.0847. (5) The peptide sequence is MRMLWMANY. The MHC is HLA-B51:01 with pseudo-sequence HLA-B51:01. The binding affinity (normalized) is 0.213. (6) The peptide sequence is TASGKLITEW. The MHC is HLA-B58:01 with pseudo-sequence HLA-B58:01. The binding affinity (normalized) is 0.529. (7) The peptide sequence is TTVIKTLL. The MHC is H-2-Kb with pseudo-sequence H-2-Kb. The binding affinity (normalized) is 0.